From a dataset of Full USPTO retrosynthesis dataset with 1.9M reactions from patents (1976-2016). Predict the reactants needed to synthesize the given product. (1) Given the product [OH:30][C@H:25]1[C@@H:24]([C:22]2[CH:21]=[CH:20][C:17]3[C:18]4[N:12]([CH:11]=[C:10]([C:9]5[N:5]([CH:2]([CH3:4])[CH3:3])[N:6]=[CH:7][N:8]=5)[N:19]=4)[CH2:13][CH2:14][O:15][C:16]=3[CH:23]=2)[CH2:29][CH2:28][N:27]([CH2:34][C:33]([N:32]([CH3:37])[CH3:31])=[O:36])[CH2:26]1, predict the reactants needed to synthesize it. The reactants are: Cl.[CH:2]([N:5]1[C:9]([C:10]2[N:19]=[C:18]3[N:12]([CH2:13][CH2:14][O:15][C:16]4[CH:23]=[C:22]([C@H:24]5[CH2:29][CH2:28][NH:27][CH2:26][C@H:25]5[OH:30])[CH:21]=[CH:20][C:17]=43)[CH:11]=2)=[N:8][CH:7]=[N:6]1)([CH3:4])[CH3:3].[CH3:31][N:32]([CH3:37])[C:33](=[O:36])[CH2:34]Cl. (2) Given the product [Cl:47][C:45]1[CH:44]=[CH:43][C:42]([C:48]2[C:49]([CH2:57][O:58][C:59]3[CH:64]=[CH:63][C:62]([CH2:65][CH2:66][C:67]([OH:69])=[O:68])=[C:61]([CH3:72])[C:60]=3[CH3:73])=[C:50]([C:53]([F:55])([F:56])[F:54])[S:51][CH:52]=2)=[C:41]([F:40])[CH:46]=1, predict the reactants needed to synthesize it. The reactants are: CS(OCC1C(C2C=CC(Cl)=CC=2F)=CSC=1C(F)(F)F)(=O)=O.CC1C(C)=C(O)C=CC=1CCC(OCC)=O.[F:40][C:41]1[CH:46]=[C:45]([Cl:47])[CH:44]=[CH:43][C:42]=1[C:48]1[C:49]([CH2:57][O:58][C:59]2[CH:64]=[CH:63][C:62]([CH2:65][CH2:66][C:67]([O:69]CC)=[O:68])=[C:61]([CH3:72])[C:60]=2[CH3:73])=[C:50]([C:53]([F:56])([F:55])[F:54])[S:51][CH:52]=1. (3) Given the product [CH:18]1([CH2:21][N:22]2[CH2:26][CH2:25][N:24]([C:27]3[S:28][C:29]([C:33]([NH:17][CH2:16][C:13]4[CH:14]=[CH:15][N:10]=[CH:11][CH:12]=4)=[O:34])=[C:30]([CH3:32])[N:31]=3)[C:23]2=[O:36])[CH2:19][CH2:20]1, predict the reactants needed to synthesize it. The reactants are: FC1C=C(CN)C=NC=1.[N:10]1[CH:15]=[CH:14][C:13]([CH2:16][NH2:17])=[CH:12][CH:11]=1.[CH:18]1([CH2:21][N:22]2[CH2:26][CH2:25][N:24]([C:27]3[S:28][C:29]([C:33](O)=[O:34])=[C:30]([CH3:32])[N:31]=3)[C:23]2=[O:36])[CH2:20][CH2:19]1. (4) Given the product [N:33]1([NH:39][C:3]([C:4]2[CH:10]=[C:11]([C:13]3[CH:18]=[C:17]([O:19][CH3:20])[CH:16]=[CH:15][C:14]=3[O:21][CH3:22])[N:29]([CH2:28][CH2:27][C:26]3[CH:30]=[CH:31][CH:32]=[C:24]([F:23])[CH:25]=3)[C:5]=2[CH3:6])=[O:2])[CH2:38][CH2:37][CH2:36][CH2:35][CH2:34]1, predict the reactants needed to synthesize it. The reactants are: C[O:2][C:3](=O)[CH2:4][C:5](=O)[CH3:6].Br[CH2:10][C:11]([C:13]1[CH:18]=[C:17]([O:19][CH3:20])[CH:16]=[CH:15][C:14]=1[O:21][CH3:22])=O.[F:23][C:24]1[CH:25]=[C:26]([CH:30]=[CH:31][CH:32]=1)[CH2:27][CH2:28][NH2:29].[N:33]1([NH2:39])[CH2:38][CH2:37][CH2:36][CH2:35][CH2:34]1.